This data is from Catalyst prediction with 721,799 reactions and 888 catalyst types from USPTO. The task is: Predict which catalyst facilitates the given reaction. (1) Reactant: [CH2:1]([O:3][C:4](=[O:15])[CH2:5][C:6]1[CH:11]=C[C:9](F)=[C:8](C#N)[CH:7]=1)[CH3:2].[C:16]([NH:19][OH:20])(=O)[CH3:17].C(=O)([O-])[O-].[K+].[K+].C[N:28](C=O)C. Product: [CH2:1]([O:3][C:4](=[O:15])[CH2:5][C:6]1[CH:7]=[CH:8][C:9]2[O:20][N:19]=[C:16]([NH2:28])[C:17]=2[CH:11]=1)[CH3:2]. The catalyst class is: 6. (2) Reactant: C([O:3][C:4]([C:6]1[CH:11]=[CH:10][C:9]([C@@H:12]([NH:14][S@@](C(C)(C)C)=O)[CH3:13])=[C:8]([F:21])[CH:7]=1)=[CH2:5])C.Cl. Product: [NH2:14][C@H:12]([C:9]1[CH:10]=[CH:11][C:6]([C:4](=[O:3])[CH3:5])=[CH:7][C:8]=1[F:21])[CH3:13]. The catalyst class is: 5. (3) Product: [CH3:1][O:2][C:3]1[CH:12]=[C:11]([O:13][CH3:14])[CH:10]=[CH:9][C:4]=1[C:5]([OH:7])=[O:6]. Reactant: [CH3:1][O:2][C:3]1[CH:12]=[C:11]([O:13][CH3:14])[CH:10]=[CH:9][C:4]=1[C:5]([O:7]C)=[O:6].C(Cl)(Cl)Cl.O.Cl. The catalyst class is: 494.